From a dataset of Reaction yield outcomes from USPTO patents with 853,638 reactions. Predict the reaction yield, written as a fraction of the theoretical maximum amount of product (1.0 means a 100% yield; for example, 0.34 means a 34% yield). (1) The reactants are [C@@H:1]1([N:10]2[C:20]3[N:19]=[C:17]([NH2:18])[NH:16][C:14](=[O:15])[C:13]=3[N:12]=[CH:11]2)[O:9][C@H:6]([CH2:7][OH:8])[C@@H:4]([OH:5])[C@H:2]1[OH:3].C[Si](Cl)(C)C.[C:26](O[C:26](=O)[CH:27]([CH3:29])[CH3:28])(=O)[CH:27]([CH3:29])[CH3:28].N. The catalyst is O. The product is [CH2:26]([NH:18][C:17]1[NH:16][C:14](=[O:15])[C:13]2[N:12]=[CH:11][N:10]([C:20]=2[N:19]=1)[C@@H:1]1[O:9][C@H:6]([CH2:7][OH:8])[C@@H:4]([OH:5])[C@H:2]1[OH:3])[CH:27]([CH3:29])[CH3:28]. The yield is 0.390. (2) The reactants are Cl.[Cl:2][C:3]1[CH:8]=[CH:7][C:6]([CH2:9][CH2:10][NH2:11])=[CH:5][C:4]=1[CH2:12][CH3:13].[OH-].[Na+].[C:16]([C:20]1[CH:27]=[CH:26][C:23]([CH:24]=O)=[CH:22][CH:21]=1)([CH3:19])([CH3:18])[CH3:17].Cl. The catalyst is CCOC(C)=O.[Pt].O. The product is [C:16]([C:20]1[CH:21]=[CH:22][C:23]([CH2:24][NH:11][CH2:10][CH2:9][C:6]2[CH:7]=[CH:8][C:3]([Cl:2])=[C:4]([CH2:12][CH3:13])[CH:5]=2)=[CH:26][CH:27]=1)([CH3:19])([CH3:17])[CH3:18]. The yield is 0.917. (3) The yield is 0.880. The catalyst is CO. The product is [Br:1][C:2]1[CH:3]=[C:4]([CH:9]=[CH:10][C:11]=1[C:12]1[N:16]([CH3:17])[N:15]=[CH:14][CH:13]=1)[C:5]([OH:7])=[O:6]. The reactants are [Br:1][C:2]1[CH:3]=[C:4]([CH:9]=[CH:10][C:11]=1[C:12]1[N:16]([CH3:17])[N:15]=[CH:14][CH:13]=1)[C:5]([O:7]C)=[O:6].[OH-].[Na+]. (4) The reactants are [O:1]1[CH2:5][CH2:4][NH:3][C:2]1=[O:6].ClC(Cl)(O[C:11](=[O:17])[O:12][C:13](Cl)(Cl)Cl)Cl.C(N(CC)CC)C.[F:26][C:27]1[CH:34]=C(O)[CH:32]=[C:31]([F:36])[C:28]=1[CH:29]=[O:30].N1C=CC=CC=1. The catalyst is C(Cl)Cl.O.C1COCC1. The product is [O:6]=[C:2]1[N:3]([C:11]([O:12][C:13]2[CH:34]=[C:27]([F:26])[C:28]([CH:29]=[O:30])=[C:31]([F:36])[CH:32]=2)=[O:17])[CH2:4][CH2:5][O:1]1. The yield is 0.330.